This data is from Reaction yield outcomes from USPTO patents with 853,638 reactions. The task is: Predict the reaction yield, written as a fraction of the theoretical maximum amount of product (1.0 means a 100% yield; for example, 0.34 means a 34% yield). (1) The reactants are [CH3:1][C:2]([C:6]1[S:7][CH:8]=[CH:9][CH:10]=1)([CH3:5])[C:3]#[N:4].C([Li])(C)(C)C.CN([CH:19]=[O:20])C. The catalyst is C1COCC1. The product is [CH:19]([C:8]1[S:7][C:6]([C:2]([CH3:5])([CH3:1])[C:3]#[N:4])=[CH:10][CH:9]=1)=[O:20]. The yield is 0.880. (2) The product is [CH3:32][N:33]1[C:2]2=[CH:3][N:4]=[CH:5][C:6]([C:10]3[CH:11]=[C:12]4[C:16](=[CH:17][CH:18]=3)[N:15]([C:19](=[O:31])[CH2:20][C:21]3[CH:26]=[CH:25][CH:24]=[C:23]([C:27]([F:30])([F:29])[F:28])[CH:22]=3)[CH2:14][CH2:13]4)=[C:7]2[C:8]([NH2:9])=[N:34]1. The catalyst is C(O)C. The yield is 0.416. The reactants are Cl[C:2]1[CH:3]=[N:4][CH:5]=[C:6]([C:10]2[CH:11]=[C:12]3[C:16](=[CH:17][CH:18]=2)[N:15]([C:19](=[O:31])[CH2:20][C:21]2[CH:26]=[CH:25][CH:24]=[C:23]([C:27]([F:30])([F:29])[F:28])[CH:22]=2)[CH2:14][CH2:13]3)[C:7]=1[C:8]#[N:9].[CH3:32][NH:33][NH2:34].